Dataset: Catalyst prediction with 721,799 reactions and 888 catalyst types from USPTO. Task: Predict which catalyst facilitates the given reaction. Reactant: C([O:8][C:9]1[CH:17]=[C:16]2[C:12]([C:13]3([CH2:29][N:28]([CH3:30])[CH2:27]3)[CH2:14][N:15]2CC2C=CC(OC)=CC=2)=[CH:11][CH:10]=1)C1C=CC=CC=1.[ClH:31].O. Product: [ClH:31].[CH3:30][N:28]1[CH2:27][C:13]2([C:12]3[C:16](=[CH:17][C:9]([OH:8])=[CH:10][CH:11]=3)[NH:15][CH2:14]2)[CH2:29]1. The catalyst class is: 50.